This data is from Cav3 T-type calcium channel HTS with 100,875 compounds. The task is: Binary Classification. Given a drug SMILES string, predict its activity (active/inactive) in a high-throughput screening assay against a specified biological target. (1) The drug is Fc1ccc(N2CCN(C(=O)C3CN(C(=O)C3)CCc3ccc(cc3)C)CC2)cc1. The result is 0 (inactive). (2) The result is 0 (inactive). The compound is S(c1c(NC(=O)c2noc3CCCc23)cccc1)C.